From a dataset of Retrosynthesis with 50K atom-mapped reactions and 10 reaction types from USPTO. Predict the reactants needed to synthesize the given product. (1) Given the product CC(F)(F)CCCCn1ccc(NC(=O)/C=C/c2ccccc2Cl)n1, predict the reactants needed to synthesize it. The reactants are: CC(F)(F)CCCCn1ccc(N)n1.O=C(O)/C=C/c1ccccc1Cl. (2) Given the product COc1c(C)cc(-c2[nH]c3ccccc3c2C)cc1C, predict the reactants needed to synthesize it. The reactants are: CCC(=O)c1cc(C)c(OC)c(C)c1.NNc1ccccc1. (3) Given the product O=C1NC2CSC(CCCCC(=O)OCCCI)C2N1, predict the reactants needed to synthesize it. The reactants are: O=C(O)CCCC[C@@H]1SC[C@@H]2NC(=O)N[C@H]12.OCCCI. (4) Given the product CON(C)C(=O)C1(NC(=O)OC(C)(C)C)Cc2ccccc2C1, predict the reactants needed to synthesize it. The reactants are: CC(C)(C)OC(=O)NC1(C(=O)O)Cc2ccccc2C1.CNOC. (5) Given the product CCN(C(N)=O)c1cn(-c2cccnc2)nc1Cl, predict the reactants needed to synthesize it. The reactants are: CCN(C(=O)NC(=O)c1ccccc1)c1cn(-c2cccnc2)nc1Cl. (6) Given the product N#Cc1cc(C(=O)C=C(c2cc(Cl)cc(Cl)c2)C(F)(F)F)ccc1-n1cncn1, predict the reactants needed to synthesize it. The reactants are: N#Cc1cc(C(=O)C=C(c2cc(Cl)cc(Cl)c2)C(F)(F)F)ccc1F.c1nc[nH]n1. (7) Given the product O=C1CCCN1c1cccnc1, predict the reactants needed to synthesize it. The reactants are: Ic1cccnc1.O=C1CCCN1. (8) Given the product CC(C)(C)OC(=O)N1CCN(CC[C@@H]2CSC(c3cc4cc(Cl)cc(NC5CCCC5)c4[nH]3)=N2)CC1, predict the reactants needed to synthesize it. The reactants are: CC(C)(C)OC(=O)N1CCNCC1.OCC[C@@H]1CSC(c2cc3cc(Cl)cc(NC4CCCC4)c3[nH]2)=N1. (9) The reactants are: COC(=O)C(CO)(CO)c1cc(Br)c(OCc2ccccc2)c(C=O)c1.COCOc1ccc(F)cc1B(O)O. Given the product COCOc1ccc(F)cc1-c1cc(C(CO)(CO)C(=O)OC)cc(C=O)c1OCc1ccccc1, predict the reactants needed to synthesize it. (10) Given the product COC(=O)CC1C(=O)N(C)Cc2cc(C(=O)O)ccc2N1C(=O)OC(C)(C)C, predict the reactants needed to synthesize it. The reactants are: CC(C)(C)OC(=O)OC(=O)OC(C)(C)C.COC(=O)CC1Nc2ccc(C(=O)O)cc2CN(C)C1=O.